From a dataset of Reaction yield outcomes from USPTO patents with 853,638 reactions. Predict the reaction yield, written as a fraction of the theoretical maximum amount of product (1.0 means a 100% yield; for example, 0.34 means a 34% yield). (1) The reactants are [F:1][C:2]1[C:7]([C:8]([C:10]2[C:18]3[C:13](=[N:14][CH:15]=[C:16]([F:20])[C:17]=3I)[NH:12][CH:11]=2)=[O:9])=[C:6]([F:21])[CH:5]=[CH:4][C:3]=1[NH:22][S:23]([N:26]1[CH2:30][CH2:29][CH2:28][CH2:27]1)(=[O:25])=[O:24].[CH:31]1([CH2:34][NH2:35])[CH2:33][CH2:32]1. The catalyst is C(O)(C)C. The product is [CH:31]1([CH2:34][NH:35][C:17]2[C:16]([F:20])=[CH:15][N:14]=[C:13]3[NH:12][CH:11]=[C:10]([C:8]([C:7]4[C:2]([F:1])=[C:3]([NH:22][S:23]([N:26]5[CH2:30][CH2:29][CH2:28][CH2:27]5)(=[O:25])=[O:24])[CH:4]=[CH:5][C:6]=4[F:21])=[O:9])[C:18]=23)[CH2:33][CH2:32]1. The yield is 0.0760. (2) The reactants are [OH-].[Na+].[NH2:3][CH:4]([C:6]([OH:8])=[O:7])[CH3:5].[C:9](Cl)(=[O:16])[C:10]1[CH:15]=[CH:14][CH:13]=[CH:12][CH:11]=1.Cl. The catalyst is O. The product is [C:9]([NH:3][C@H:4]([C:6]([OH:8])=[O:7])[CH3:5])(=[O:16])[C:10]1[CH:15]=[CH:14][CH:13]=[CH:12][CH:11]=1. The yield is 0.904. (3) The reactants are [CH3:1][C@@H:2]1[CH2:7][NH:6][CH2:5][CH2:4][NH:3]1.Cl[CH:9]([C:20]1[CH:25]=[CH:24][CH:23]=[CH:22][CH:21]=1)[C:10]1[CH:15]=[CH:14][CH:13]=[C:12]([C:16]([F:19])([F:18])[F:17])[CH:11]=1. The catalyst is CC#N. The product is [CH3:1][C@H:2]1[NH:3][CH2:4][CH2:5][N:6]([CH:9]([C:20]2[CH:25]=[CH:24][CH:23]=[CH:22][CH:21]=2)[C:10]2[CH:15]=[CH:14][CH:13]=[C:12]([C:16]([F:19])([F:18])[F:17])[CH:11]=2)[CH2:7]1. The yield is 0.810. (4) The reactants are [O-]P([O-])([O-])=O.[K+].[K+].[K+].[CH:9]1([NH2:15])[CH2:14][CH2:13][CH2:12][CH2:11][CH2:10]1.C(O)CO.I[C:21]1[CH:26]=[CH:25][C:24]([O:27][CH3:28])=[CH:23][CH:22]=1.N. The catalyst is C(O)CCC.O.[Cu]I. The product is [CH3:28][O:27][C:24]1[CH:25]=[CH:26][C:21]([NH:15][CH:9]2[CH2:14][CH2:13][CH2:12][CH2:11][CH2:10]2)=[CH:22][CH:23]=1. The yield is 0.700. (5) The product is [O:55]1[C:59]2[CH:60]=[CH:61][CH:62]=[CH:63][C:58]=2[CH2:57][CH:56]1[CH2:64][N:65]1[CH2:70][CH2:69][N:68]([C:19](=[O:21])[CH2:18][O:17][CH:14]2[CH2:15][CH2:16][CH:11]([NH:10][C:7]3[CH:8]=[CH:9][C:4]([N+:1]([O-:3])=[O:2])=[C:5]([C:22]([F:25])([F:24])[F:23])[CH:6]=3)[CH2:12][CH2:13]2)[CH2:67][CH2:66]1. The catalyst is ClCCl. The yield is 0.360. The reactants are [N+:1]([C:4]1[CH:9]=[CH:8][C:7]([NH:10][CH:11]2[CH2:16][CH2:15][CH:14]([O:17][CH2:18][C:19]([OH:21])=O)[CH2:13][CH2:12]2)=[CH:6][C:5]=1[C:22]([F:25])([F:24])[F:23])([O-:3])=[O:2].CCN=C=NCCCN(C)C.Cl.C1C=CC2N(O)N=NC=2C=1.C(N(CC)CC)C.[O:55]1[C:59]2[CH:60]=[CH:61][CH:62]=[CH:63][C:58]=2[CH2:57][CH:56]1[CH2:64][N:65]1[CH2:70][CH2:69][NH:68][CH2:67][CH2:66]1. (6) The yield is 0.940. The reactants are [Br:1][CH2:2][C:3]1[CH:4]=[C:5]([CH:9]=[CH:10][CH:11]=1)[C:6]([OH:8])=[O:7].S(Cl)(Cl)=O.[CH3:16]O. The catalyst is C(OCC)(=O)C. The product is [CH3:16][O:7][C:6](=[O:8])[C:5]1[CH:9]=[CH:10][CH:11]=[C:3]([CH2:2][Br:1])[CH:4]=1.